This data is from Merck oncology drug combination screen with 23,052 pairs across 39 cell lines. The task is: Regression. Given two drug SMILES strings and cell line genomic features, predict the synergy score measuring deviation from expected non-interaction effect. Drug 1: Nc1ccn(C2OC(CO)C(O)C2(F)F)c(=O)n1. Drug 2: Cc1nc(Nc2ncc(C(=O)Nc3c(C)cccc3Cl)s2)cc(N2CCN(CCO)CC2)n1. Cell line: HT144. Synergy scores: synergy=-12.1.